Dataset: Human Reference Interactome with 51,813 positive PPI pairs across 8,248 proteins, plus equal number of experimentally-validated negative pairs. Task: Binary Classification. Given two protein amino acid sequences, predict whether they physically interact or not. (1) Protein 1 (ENSG00000166171) has sequence MAVTGWLESLRTAQKTALLQDGRRKVHYLFPDGKEMAEEYDEKTSELLVRKWRVKSALGAMGQWQLEVGDPAPLGAGNLGPELIKESNANPIFMRKDTKMSFQWRIRNLPYPKDVYSVSVDQKERCIIVRTTNKKRTGWRLLWTPLAMRCAGVHGTPSEIDTSYLWMTPC*MAVTGWLESLRTAQKTALLQDGRRKVHYLFPDGKEMAEEYDEKTSELLVRKWRVKSALGAMGQWQLEVGDPAPLGAGNLGPELIKESNANPIFMRKDTKMSFQWRIRNLPYPKDVYSVSVDQKERCIIV.... Protein 2 (ENSG00000144381) has sequence MLRLPTVFRQMRPVSRVLAPHLTRAYAKDVKFGADARALMLQGVDLLADAVAVTMGPKGRTVIIEQSWGSPKVTKDGVTVAKSIDLKDKYKNIGAKLVQDVANNTNEEAGDGTTTATVLARSIAKEGFEKISKGANPVEIRRGVMLAVDAVIAELKKQSKPVTTPEEIAQVATISANGDKEIGNIISDAMKKVGRKGVITVKDGKTLNDELEIIEGMKFDRGYISPYFINTSKGQKCEFQDAYVLLSEKKISSIQSIVPALEIANAHRKPLVIIAEDVDGEALSTLVLNRLKVGLQVVAV.... Result: 0 (the proteins do not interact). (2) Protein 1 (ENSG00000185532) has sequence MGTLRDLQYALQEKIEELRQRDALIDELELELDQKDELIQKLQNELDKYRSVIRPATQQAQKQSASTLQGEPRTKRQAISAEPTAFDIQDLSHVTLPFYPKSPQSKDLIKEAILDNDFMKNLELSQIQEIVDCMYPVEYGKDSCIIKEGDVGSLVYVMEDGKVEVTKEGVKLCTMGPGKVFGELAILYNCTRTATVKTLVNVKLWAIDRQCFQTIMMRTGLIKHTEYMEFLKSVPTFQSLPEEILSKLADVLEETHYENGEYIIRQGARGDTFFIISKGTVNVTREDSPSEDPVFLRTLG.... Protein 2 (ENSG00000198844) has sequence MSAQSLPAATPPTQKPPRIIRPRPPSRSRAAQSPGPPHNGSSPQELPRNSNDAPTPMCTPIFWEPPAASLKPPALLPPSASRASLDSQTSPDSPSSTPTPSPVSRRSASPEPAPRSPVPPPKPSGSPCTPLLPMAGVLAQNGSASAPGTVRRLAGRFEGGAEGRAQDADAPEPGLQARADVNGEREAPLTGSGSQENGAPDAGLACPPCCPCVCHTTRPGLELRWVPVGGYEEVPRVPRRASPLRTSRSRPHPPSIGHPAVVLTSYRSTAERKLLPLLKPPKPTRVRQDATIFGDPPQPD.... Result: 1 (the proteins interact). (3) Protein 1 (ENSG00000179674) has sequence MGSLGSKNPQTKQAQVLLLGLDSAGKSTLLYKLKLAKDITTIPTIGFNVEMIELERNLSLTVWDVGGQEKMRTVWGCYCENTDGLVYVVDSTDKQRLEESQRQFEHILKNEHIKNVPVVLLANKQDMPGALTAEDITRMFKVKKLCSDRNWYVQPCCALTGEGLAQGFRKLTGFVKSHMKSRGDTLAFFKQN*. Protein 2 (ENSG00000180219) has sequence MEDCCMLPYYTAQSSPAMGMFNTSMGKLQRQLYKGEYTIFRYAPMFESDFIQISKRGEVIDVHNRARMVTMGIVRTSPCLTLPDVMLLARPAAVCDNARCGPATQKRESPPAEILELTRLLPLMFVKITIHNSVKKQLHLKLATGRSFYLQLCPPSDASEDLFVHWENLVYILRPPVEAYSDTRAILAGNTLDSSVLEEVQRSPVGYAMKFCEEKEQFRISRLHMNAEMFGSTYCDYTIEI*. Result: 0 (the proteins do not interact). (4) Protein 2 (ENSG00000152484) has sequence MEILMTVSKFASICTMGANASALEKEIGPEQFPVNEHYFGLVNFGNTCYCNSVLQALYFCRPFREKVLAYKSQPRKKESLLTCLADLFHSIATQKKKVGVIPPKKFITRLRKENELFDNYMQQDAHEFLNYLLNTIADILQEERKQEKQNGRLPNGNIDNENNNSTPDPTWVHEIFQGTLTNETRCLTCETISSKDEDFLDLSVDVEQNTSITHCLRGFSNTETLCSEYKYYCEECRSKQEAHKRMKVKKLPMILALHLKRFKYMDQLHRYTKLSYRVVFPLELRLFNTSGDATNPDRMY.... Result: 0 (the proteins do not interact). Protein 1 (ENSG00000196975) has sequence MAMATKGGTVKAASGFNAMEDAQTLRKAMKGLGTDEDAIISVLAYRNTAQRQEIRTAYKSTIGRDLIDDLKSELSGNFEQVIVGMMTPTVLYDVQELRRAMKGAGTDEGCLIEILASRTPEEIRRISQTYQQQYGRSLEDDIRSDTSFMFQRVLVSLSAGGRDEGNYLDDALVRQDAQDLYEAGEKKWGTDEVKFLTVLCSRNRNHLLHVFDEYKRISQKDIEQSIKSETSGSFEDALLAIVKCMRNKSAYFAEKLYKSMKGLGTDDNTLIRVMVSRAEIDMLDIRAHFKRLYGKSLYSF.... (5) Protein 1 (ENSG00000165140) has sequence MADQAPFDTDVNTLTRFVMEEGRKARGTGELTQLLNSLCTAVKAISSAVRKAGIAHLYGIAGSTNVTGDQVKKLDVLSNDLVMNMLKSSFATCVLVSEEDKHAIIVEPEKRGKYVVCFDPLDGSSNIDCLVSVGTIFGIYRKKSTDEPSEKDALQPGRNLVAAGYALYGSATMLVLAMDCGVNCFMLDPAIGEFILVDKDVKIKKKGKIYSLNEGYARDFDPAVTEYIQRKKFPPDNSAPYGARYVGSMVADVHRTLVYGGIFLYPANKKSPNGKLRLLYECNPMAYVMEKAGGMATTGK.... Protein 2 (ENSG00000189064) has sequence MSWRGRSTYRPRPRRYVEPPEMIGPMRPEQFSDEVEPATPEEGEPATQRQDPAAAQEGQDEGASAGQGPKPEAHSQEQGHPQTGCECEDGPDGQEMDPPNPEEVKTPEEGEKQSQC*. Result: 0 (the proteins do not interact).